Predict the reactants needed to synthesize the given product. From a dataset of Full USPTO retrosynthesis dataset with 1.9M reactions from patents (1976-2016). (1) Given the product [C:29]([OH:36])(=[O:35])/[CH:30]=[CH:31]\[C:32]([OH:34])=[O:33].[NH2:1][C:2]1[C:7]([CH3:8])=[N:6][C:5]([O:9][CH2:10][C:11]([N:13]([CH:15]2[CH2:20][CH2:19][N:18]([CH2:21][C:22]3[CH:23]=[CH:24][CH:25]=[CH:26][CH:27]=3)[CH2:17][CH2:16]2)[CH3:14])=[O:12])=[N:4][C:3]=1[CH3:28], predict the reactants needed to synthesize it. The reactants are: [NH2:1][C:2]1[C:3]([CH3:28])=[N:4][C:5]([O:9][CH2:10][C:11]([N:13]([CH:15]2[CH2:20][CH2:19][N:18]([CH2:21][C:22]3[CH:27]=[CH:26][CH:25]=[CH:24][CH:23]=3)[CH2:17][CH2:16]2)[CH3:14])=[O:12])=[N:6][C:7]=1[CH3:8].[C:29]([OH:36])(=[O:35])/[CH:30]=[CH:31]\[C:32]([OH:34])=[O:33]. (2) Given the product [OH:8][CH:9]1[CH2:15][CH:14]2[N:16]([C:17]([O:19][CH2:20][C:21]3[CH:22]=[CH:23][CH:24]=[CH:25][CH:26]=3)=[O:18])[CH:10]1[CH2:11][CH:12]([CH2:27][C:28]([O:30][CH3:31])=[O:29])[CH2:13]2, predict the reactants needed to synthesize it. The reactants are: [Si]([O:8][CH:9]1[CH2:15][CH:14]2[N:16]([C:17]([O:19][CH2:20][C:21]3[CH:26]=[CH:25][CH:24]=[CH:23][CH:22]=3)=[O:18])[CH:10]1[CH2:11][CH:12]([CH2:27][C:28]([O:30][CH3:31])=[O:29])[CH2:13]2)(C(C)(C)C)(C)C.Cl. (3) The reactants are: [C:1]123C(=O)[O:10][C:8](=[O:9])[CH:2]1[CH2:3][CH:4]([CH2:7]2)[CH2:5][CH2:6]3.[CH2:13]([OH:20])[C:14]1[CH:19]=[CH:18][CH:17]=[CH:16][CH:15]=1. Given the product [CH2:13]([O:20][CH:3]1[CH:4]2[CH2:7][CH:1]([CH2:6][CH2:5]2)[CH:2]1[C:8]([OH:10])=[O:9])[C:14]1[CH:19]=[CH:18][CH:17]=[CH:16][CH:15]=1, predict the reactants needed to synthesize it.